Dataset: Catalyst prediction with 721,799 reactions and 888 catalyst types from USPTO. Task: Predict which catalyst facilitates the given reaction. (1) Reactant: [Cl:1][C:2]1[CH:7]=[CH:6][CH:5]=[CH:4][C:3]=1[N:8]1[C:16](=[O:17])[C:15]2[C@@H:14]3[C:18]([CH3:20])([CH3:19])[C@@:11]([CH3:21])([CH2:12][CH2:13]3)[C:10]=2[NH:9]1.Br[CH2:23][CH:24]1[CH2:26][CH2:25]1. Product: [Cl:1][C:2]1[CH:7]=[CH:6][CH:5]=[CH:4][C:3]=1[N:8]1[C:16](=[O:17])[C:15]2[C@@H:14]3[C:18]([CH3:20])([CH3:19])[C@@:11]([CH3:21])([CH2:12][CH2:13]3)[C:10]=2[N:9]1[CH2:23][CH:24]1[CH2:26][CH2:25]1. The catalyst class is: 711. (2) Reactant: [N:1]1([C:7]([O:9][C:10]([CH3:13])([CH3:12])[CH3:11])=[O:8])[CH2:6][CH2:5][CH2:4][CH2:3][CH2:2]1.[Li]C(CC)C.[O:19]=[C:20]1[CH2:23][N:22]([C:24]([O:26][CH2:27][C:28]2[CH:33]=[CH:32][CH:31]=[CH:30][CH:29]=2)=[O:25])[CH2:21]1. Product: [CH2:27]([O:26][C:24]([N:22]1[CH2:23][C:20]([CH:2]2[CH2:3][CH2:4][CH2:5][CH2:6][N:1]2[C:7]([O:9][C:10]([CH3:13])([CH3:12])[CH3:11])=[O:8])([OH:19])[CH2:21]1)=[O:25])[C:28]1[CH:33]=[CH:32][CH:31]=[CH:30][CH:29]=1. The catalyst class is: 27. (3) Reactant: [CH:1]1([NH2:8])[CH2:7][CH2:6][CH2:5][CH2:4][CH2:3][CH2:2]1.[CH2:9]1[CH2:15][S:12](=[O:14])(=[O:13])[O:11][CH2:10]1.[K+].[Br-]. Product: [CH:1]1([NH:8][CH2:10][CH2:9][CH2:15][S:12]([OH:14])(=[O:13])=[O:11])[CH2:7][CH2:6][CH2:5][CH2:4][CH2:3][CH2:2]1. The catalyst class is: 1. (4) Reactant: S(OOS([O-])(=O)=O)([O-])(=O)=O.[NH4+].[NH4+].[CH2:13]=[CH:14][C:15]1[CH:20]=[CH:19][CH:18]=[CH:17][CH:16]=1.[C:21]([O:25][CH2:26][CH2:27][CH2:28][CH3:29])(=[O:24])[CH:22]=[CH2:23].[C:30]([O:34][CH2:35][CH2:36][C:37]([OH:39])=[O:38])(=[O:33])[CH:31]=[CH2:32].C(OC(OC(=O)C=C)CCCCCCCCC)(=O)C=C.CCCCCCCCCCCCS. Product: [CH2:13]=[CH:14][C:15]1[CH:20]=[CH:19][CH:18]=[CH:17][CH:16]=1.[C:21]([O:25][CH2:26][CH2:27][CH2:28][CH3:29])(=[O:24])[CH:22]=[CH2:23].[C:30]([O:34][CH2:35][CH2:36][C:37]([OH:39])=[O:38])(=[O:33])[CH:31]=[CH2:32]. The catalyst class is: 6. (5) Reactant: [F:1][C:2]1[CH:3]=[C:4]([CH:20]=[CH:21][CH:22]=1)[CH2:5][O:6][C:7]1[CH:19]=[CH:18][C:10]([O:11][CH:12]2[CH2:17][CH2:16][NH:15][CH2:14][CH2:13]2)=[CH:9][CH:8]=1.C1([O:29][C:30](=O)[NH:31][C:32]2[CH:33]=[N:34][C:35]([C:38]#[N:39])=[CH:36][CH:37]=2)C=CC=CC=1. Product: [C:38]([C:35]1[N:34]=[CH:33][C:32]([NH:31][C:30]([N:15]2[CH2:16][CH2:17][CH:12]([O:11][C:10]3[CH:18]=[CH:19][C:7]([O:6][CH2:5][C:4]4[CH:20]=[CH:21][CH:22]=[C:2]([F:1])[CH:3]=4)=[CH:8][CH:9]=3)[CH2:13][CH2:14]2)=[O:29])=[CH:37][CH:36]=1)#[N:39]. The catalyst class is: 31. (6) Reactant: [CH3:1][NH:2][C:3]([C:5]1[C:15]([N+:16]([O-])=O)=[C:8]2[C:9](=[O:14])[N:10]([CH3:13])[CH2:11][CH2:12][N:7]2[N:6]=1)=[O:4]. Product: [NH2:16][C:15]1[C:5]([C:3]([NH:2][CH3:1])=[O:4])=[N:6][N:7]2[CH2:12][CH2:11][N:10]([CH3:13])[C:9](=[O:14])[C:8]=12. The catalyst class is: 331.